From a dataset of Forward reaction prediction with 1.9M reactions from USPTO patents (1976-2016). Predict the product of the given reaction. (1) Given the reactants [F:1][C:2]1[CH:7]=[CH:6][C:5]([C:8](=[C:24]2[CH2:29][C:28]([CH3:31])([CH3:30])[CH2:27][C:26]([CH3:33])([CH3:32])[CH2:25]2)[C:9]2[CH:14]=[CH:13][C:12]([O:15][CH2:16][CH2:17][CH2:18][C:19]([O:21]CC)=[O:20])=[CH:11][CH:10]=2)=[CH:4][CH:3]=1.[OH-].[Na+].Cl, predict the reaction product. The product is: [F:1][C:2]1[CH:7]=[CH:6][C:5]([C:8](=[C:24]2[CH2:29][C:28]([CH3:31])([CH3:30])[CH2:27][C:26]([CH3:33])([CH3:32])[CH2:25]2)[C:9]2[CH:14]=[CH:13][C:12]([O:15][CH2:16][CH2:17][CH2:18][C:19]([OH:21])=[O:20])=[CH:11][CH:10]=2)=[CH:4][CH:3]=1. (2) Given the reactants FC(F)(F)C(O)=O.C(OC([N:15]1[CH2:20][CH2:19][CH:18]([CH2:21][O:22][C:23]2[CH:28]=[CH:27][C:26]([C:29]3[CH2:30][CH2:31][N:32]([S:35]([CH3:38])(=[O:37])=[O:36])[CH2:33][CH:34]=3)=[CH:25][CH:24]=2)[CH2:17][CH2:16]1)=O)(C)(C)C.[OH-].[Na+], predict the reaction product. The product is: [CH3:38][S:35]([N:32]1[CH2:31][CH:30]=[C:29]([C:26]2[CH:27]=[CH:28][C:23]([O:22][CH2:21][CH:18]3[CH2:19][CH2:20][NH:15][CH2:16][CH2:17]3)=[CH:24][CH:25]=2)[CH2:34][CH2:33]1)(=[O:36])=[O:37]. (3) Given the reactants [Cl:1][C:2]1[N:7]=[C:6]([C:8]2[S:12][CH:11]=[N:10][C:9]=2[C:13]2[CH:14]=[C:15]([NH2:19])[CH:16]=[CH:17][CH:18]=2)[CH:5]=[CH:4][N:3]=1.[F:20][C:21]1[CH:29]=[CH:28][C:27]([F:30])=[CH:26][C:22]=1[C:23](Cl)=[O:24], predict the reaction product. The product is: [Cl:1][C:2]1[N:7]=[C:6]([C:8]2[S:12][CH:11]=[N:10][C:9]=2[C:13]2[CH:14]=[C:15]([NH:19][C:23](=[O:24])[C:22]3[CH:26]=[C:27]([F:30])[CH:28]=[CH:29][C:21]=3[F:20])[CH:16]=[CH:17][CH:18]=2)[CH:5]=[CH:4][N:3]=1. (4) Given the reactants P(OC[C@H]1O[C@@H](N2C3N=CN=C(N)C=3N=C2)[C@H](O)[C@@H]1O)(OP(OP(O)(O)=O)(O)=O)(=O)O.[Mg+2].[Cl-].[Cl-].CC([C@@H](O)C(NCCC(NCCS)=O)=O)(COP(OP(OC[C@H]1O[C@@H](N2C3N=CN=C(N)C=3N=C2)[C@H](O)[C@@H]1OP(O)(O)=O)(O)=O)(O)=O)C.O[C@H](CCCCC)CC([O-])=O.S(=O)(=O)(O)O.[OH:99][C@H:100]([CH2:152][CH2:153][C:154]1C=CC=[CH:156][CH:155]=1)[CH2:101][C:102]([S:104][CH2:105][CH2:106][NH:107][C:108](=[O:151])[CH2:109][CH2:110][NH:111][C:112](=[O:150])[C@H:113]([OH:149])[C:114]([CH3:148])([CH3:147])[CH2:115][O:116][P:117]([OH:146])(=[O:145])[O:118][P:119]([OH:144])(=[O:143])[O:120][CH2:121][C@H:122]1[O:126][C@@H:125]([N:127]2[C:136]3[N:135]=[CH:134][N:133]=[C:131]([NH2:132])[C:130]=3[N:129]=[CH:128]2)[C@H:124]([OH:137])[C@@H:123]1[O:138][P:139]([OH:142])([OH:141])=[O:140])=[O:103].O[C@H](CCC1C=CC(F)=CC=1)CC(SCCNC(=O)CCNC(=O)[C@H](O)C(C)(C)COP(O)(=O)OP(O)(=O)OC[C@H]1O[C@@H](N2C3N=CN=C(N)C=3N=C2)[C@H](O)[C@@H]1OP(O)(O)=O)=O, predict the reaction product. The product is: [OH:99][C@H:100]([CH2:152][CH2:153][CH2:154][CH2:155][CH3:156])[CH2:101][C:102]([S:104][CH2:105][CH2:106][NH:107][C:108](=[O:151])[CH2:109][CH2:110][NH:111][C:112](=[O:150])[C@H:113]([OH:149])[C:114]([CH3:148])([CH3:147])[CH2:115][O:116][P:117]([OH:146])(=[O:145])[O:118][P:119]([OH:144])(=[O:143])[O:120][CH2:121][C@H:122]1[O:126][C@@H:125]([N:127]2[C:136]3[N:135]=[CH:134][N:133]=[C:131]([NH2:132])[C:130]=3[N:129]=[CH:128]2)[C@H:124]([OH:137])[C@@H:123]1[O:138][P:139]([OH:142])([OH:141])=[O:140])=[O:103]. (5) Given the reactants Br[C:2]1[CH:7]=[CH:6][C:5]([O:8][CH3:9])=[CH:4][C:3]=1[Cl:10].CC1(C)C(C)(C)OB([C:19]2[CH:29]=[CH:28][CH:27]=[CH:26][C:20]=2[C:21]([O:23][CH2:24][CH3:25])=[O:22])O1.O.C(=O)([O-])O.[Na+], predict the reaction product. The product is: [Cl:10][C:3]1[CH:4]=[C:5]([O:8][CH3:9])[CH:6]=[CH:7][C:2]=1[C:19]1[C:20]([C:21]([O:23][CH2:24][CH3:25])=[O:22])=[CH:26][CH:27]=[CH:28][CH:29]=1.